Task: Predict which catalyst facilitates the given reaction.. Dataset: Catalyst prediction with 721,799 reactions and 888 catalyst types from USPTO (1) Reactant: Cl[CH2:2][C:3]([C:5]1[CH:10]=[CH:9][C:8]([N:11]2[CH2:16][CH2:15][O:14][CH2:13][CH2:12]2)=[CH:7][C:6]=1[OH:17])=[O:4].C([O-])([O-])=O.[K+].[K+].[NH:24]1[CH2:29][CH2:28][O:27][CH2:26][CH2:25]1. Product: [OH:17][C:6]1[CH:7]=[C:8]([N:11]2[CH2:16][CH2:15][O:14][CH2:13][CH2:12]2)[CH:9]=[CH:10][C:5]=1[C:3](=[O:4])[CH2:2][N:24]1[CH2:29][CH2:28][O:27][CH2:26][CH2:25]1. The catalyst class is: 291. (2) Reactant: [Br:1][C:2]1[CH:7]=[CH:6][C:5]([C@H:8]2[CH2:12][CH2:11][C:10](=O)[CH2:9]2)=[CH:4][CH:3]=1.CO.C([O-])(=O)C.[Na+].Cl.[NH2:22][OH:23]. Product: [Br:1][C:2]1[CH:7]=[CH:6][C:5]([C@H:8]2[CH2:12][CH2:11][C:10](=[N:22][OH:23])[CH2:9]2)=[CH:4][CH:3]=1. The catalyst class is: 237.